Task: Predict which catalyst facilitates the given reaction.. Dataset: Catalyst prediction with 721,799 reactions and 888 catalyst types from USPTO (1) Reactant: IC.[CH:3]1([C@H:6]([NH:8][C:9]2[C:10]3[N:11]([CH:18]=[C:19]([C:21]4[O:22][C:23](=[S:26])[NH:24][N:25]=4)[CH:20]=3)[N:12]=[CH:13][C:14]=2[C:15]([NH2:17])=[O:16])[CH3:7])[CH2:5][CH2:4]1.[CH2:27](N(CC)CC)C. Product: [CH:3]1([C@H:6]([NH:8][C:9]2[C:10]3[N:11]([CH:18]=[C:19]([C:21]4[O:22][C:23]([S:26][CH3:27])=[N:24][N:25]=4)[CH:20]=3)[N:12]=[CH:13][C:14]=2[C:15]([NH2:17])=[O:16])[CH3:7])[CH2:5][CH2:4]1. The catalyst class is: 14. (2) Reactant: [NH2:1][C:2]1[C:17]([OH:18])=[CH:16][CH:15]=[CH:14][C:3]=1[C:4]([NH:6][C:7]1[CH:12]=[CH:11][C:10]([Cl:13])=[CH:9][N:8]=1)=[O:5].[Br:19]N1C(=O)CCC1=O.O.C(OCC)(=O)C. Product: [NH2:1][C:2]1[C:17]([OH:18])=[CH:16][C:15]([Br:19])=[CH:14][C:3]=1[C:4]([NH:6][C:7]1[CH:12]=[CH:11][C:10]([Cl:13])=[CH:9][N:8]=1)=[O:5]. The catalyst class is: 9. (3) Reactant: [CH:1]([C:4]1[CH:10]=[CH:9][CH:8]=[CH:7][C:5]=1[NH2:6])([CH3:3])[CH3:2].N1C=CC=CC=1.Cl[C:18]([O:20][C:21]1[CH:26]=[CH:25][CH:24]=[CH:23][CH:22]=1)=[O:19]. Product: [CH:1]([C:4]1[CH:10]=[CH:9][CH:8]=[CH:7][C:5]=1[NH:6][C:18](=[O:19])[O:20][C:21]1[CH:26]=[CH:25][CH:24]=[CH:23][CH:22]=1)([CH3:3])[CH3:2]. The catalyst class is: 1.